From a dataset of Reaction yield outcomes from USPTO patents with 853,638 reactions. Predict the reaction yield, written as a fraction of the theoretical maximum amount of product (1.0 means a 100% yield; for example, 0.34 means a 34% yield). The reactants are [NH2:1][C:2]1[N:7]([CH3:8])[C:6](=[O:9])[NH:5][C:4](=[O:10])[CH:3]=1.C(O[CH:14](OCC)[CH2:15][CH:16](OCC)OCC)C. The catalyst is C(O)C.O. The product is [CH3:8][N:7]1[C:2]2[N:1]=[CH:14][CH:15]=[CH:16][C:3]=2[C:4](=[O:10])[NH:5][C:6]1=[O:9]. The yield is 0.190.